From a dataset of Reaction yield outcomes from USPTO patents with 853,638 reactions. Predict the reaction yield, written as a fraction of the theoretical maximum amount of product (1.0 means a 100% yield; for example, 0.34 means a 34% yield). (1) The reactants are Br[C:2]1[C:10]2[O:9][C:8]([CH3:12])([CH3:11])[CH2:7][C:6]=2[C:5]([CH3:13])=[C:4]([NH:14][C:15](=[O:21])[CH2:16][C:17]([CH3:20])([CH3:19])[CH3:18])[C:3]=1[CH3:22].[CH3:23][C:24]1[CH:29]=[CH:28][C:27]([OH:30])=[CH:26][CH:25]=1. The catalyst is CCCCCC. The product is [CH3:18][C:17]([CH3:20])([CH3:19])[CH2:16][C:15]([NH:14][C:4]1[C:3]([CH3:22])=[C:2]([O:30][C:27]2[CH:28]=[CH:29][C:24]([CH3:23])=[CH:25][CH:26]=2)[C:10]2[O:9][C:8]([CH3:12])([CH3:11])[CH2:7][C:6]=2[C:5]=1[CH3:13])=[O:21]. The yield is 0.190. (2) The reactants are [CH3:1][O:2][CH2:3][CH2:4][OH:5].[H-].[Na+].Cl[C:9]1[CH:10]=[C:11]([CH:32]=[CH:33][N:34]=1)[C:12]([NH:14][C:15]1[S:16][C:17]2[C:23]([N:24]3[CH2:29][CH2:28][O:27][CH2:26][CH2:25]3)=[CH:22][CH:21]=[C:20]([O:30][CH3:31])[C:18]=2[N:19]=1)=[O:13]. The catalyst is O1CCOCC1.C(OCC)(=O)C. The product is [CH3:1][O:2][CH2:3][CH2:4][O:5][C:9]1[CH:10]=[C:11]([CH:32]=[CH:33][N:34]=1)[C:12]([NH:14][C:15]1[S:16][C:17]2[C:23]([N:24]3[CH2:25][CH2:26][O:27][CH2:28][CH2:29]3)=[CH:22][CH:21]=[C:20]([O:30][CH3:31])[C:18]=2[N:19]=1)=[O:13]. The yield is 0.500. (3) The reactants are [CH3:1][C:2]([CH3:31])([CH3:30])[CH2:3][C:4]([NH:6][C:7]1[C:8]([CH3:29])=[C:9](B(O)O)[C:10]2[O:14][CH2:13][CH:12]([C:15]3[CH:20]=[CH:19][C:18]([CH:21]([CH3:23])[CH3:22])=[CH:17][CH:16]=3)[C:11]=2[C:24]=1[CH3:25])=[O:5].Br[C:33]1[CH:37]=[CH:36][S:35][CH:34]=1. No catalyst specified. The product is [CH:21]([C:18]1[CH:19]=[CH:20][C:15]([CH:12]2[C:11]3[C:24]([CH3:25])=[C:7]([NH:6][C:4](=[O:5])[CH2:3][C:2]([CH3:31])([CH3:30])[CH3:1])[C:8]([CH3:29])=[C:9]([C:33]4[CH:37]=[CH:36][S:35][CH:34]=4)[C:10]=3[O:14][CH2:13]2)=[CH:16][CH:17]=1)([CH3:23])[CH3:22]. The yield is 0.490. (4) The reactants are B(Br)(Br)Br.C[O:6][C:7]1[CH:8]=[C:9]2[C:13](=[CH:14][CH:15]=1)[N:12]([C:16](=[O:28])[C:17]1[CH:22]=[CH:21][C:20]([O:23][C:24]([F:27])([F:26])[F:25])=[CH:19][CH:18]=1)[C:11]([CH3:29])=[C:10]2[CH2:30][C:31]([OH:33])=[O:32]. The catalyst is ClCCl. The product is [OH:6][C:7]1[CH:8]=[C:9]2[C:13](=[CH:14][CH:15]=1)[N:12]([C:16](=[O:28])[C:17]1[CH:22]=[CH:21][C:20]([O:23][C:24]([F:27])([F:25])[F:26])=[CH:19][CH:18]=1)[C:11]([CH3:29])=[C:10]2[CH2:30][C:31]([OH:33])=[O:32]. The yield is 0.830. (5) The reactants are [F:1][C:2]1[CH:7]=[CH:6][C:5]([CH:8]([O:12][CH3:13])[C:9]([OH:11])=O)=[CH:4][CH:3]=1.C1CCC(N=C=NC2CCCCC2)CC1.[CH3:29][O:30][C:31]1[CH:32]=[C:33]([C:39]2[CH:43]=[CH:42][NH:41][N:40]=2)[CH:34]=[CH:35][C:36]=1[O:37][CH3:38]. The catalyst is C1COCC1.CCOC(C)=O. The product is [CH3:29][O:30][C:31]1[CH:32]=[C:33]([C:39]2[CH:43]=[CH:42][N:41]([C:9](=[O:11])[CH:8]([C:5]3[CH:4]=[CH:3][C:2]([F:1])=[CH:7][CH:6]=3)[O:12][CH3:13])[N:40]=2)[CH:34]=[CH:35][C:36]=1[O:37][CH3:38]. The yield is 0.460. (6) The reactants are [Br:1][C:2]1[C:3](=[O:9])[NH:4][N:5]=[C:6]([Cl:8])[CH:7]=1.[H-].[Na+].[CH3:12][Si:13]([CH3:20])([CH3:19])[CH2:14][CH2:15][O:16][CH2:17]Cl. The catalyst is CN(C=O)C. The product is [Br:1][C:2]1[C:3](=[O:9])[N:4]([CH2:17][O:16][CH2:15][CH2:14][Si:13]([CH3:20])([CH3:19])[CH3:12])[N:5]=[C:6]([Cl:8])[CH:7]=1. The yield is 0.560. (7) The reactants are Cl[C:2]1[CH:3]=[C:4]([NH:10][C:11](=[O:15])/[CH:12]=C/C)[CH:5]=[CH:6][C:7]=1[C:8]#[N:9].[CH2:16]1CCN2C(=NCCC2)C[CH2:17]1.[N+:27]([CH2:30][CH2:31][CH3:32])([O-:29])=O.[Cl-:33].[Na+].[OH2:35]. No catalyst specified. The product is [Cl:33][C:6]1[CH:5]=[C:4]([NH:10][C:11](=[O:15])[CH2:12][CH:31]([CH3:32])[CH:30]([N+:27]([O-:29])=[O:35])[CH2:16][CH3:17])[CH:3]=[CH:2][C:7]=1[C:8]#[N:9]. The yield is 0.840. (8) The reactants are [BH4-].[Na+].[CH3:3][CH:4]([CH3:16])[C:5](=[O:15])[CH2:6][CH2:7][NH:8][C:9]1[CH:14]=[CH:13][CH:12]=[CH:11][CH:10]=1. The catalyst is CO. The product is [CH3:3][CH:4]([CH3:16])[CH:5]([OH:15])[CH2:6][CH2:7][NH:8][C:9]1[CH:14]=[CH:13][CH:12]=[CH:11][CH:10]=1. The yield is 0.230.